From a dataset of Forward reaction prediction with 1.9M reactions from USPTO patents (1976-2016). Predict the product of the given reaction. (1) Given the reactants C(=O)([O-])[O-].[K+].[K+].[CH3:7][O:8][C:9]1[CH:14]=[CH:13][C:12](B(O)O)=[CH:11][CH:10]=1.[C:18]1([S:24]([C:27]([CH3:39])([CH3:38])[CH2:28][CH2:29][CH2:30][N:31]2[CH2:36][C:35](Br)=[CH:34][CH2:33][CH2:32]2)(=[O:26])=[O:25])[CH:23]=[CH:22][CH:21]=[CH:20][CH:19]=1, predict the reaction product. The product is: [C:18]1([S:24]([C:27]([CH3:39])([CH3:38])[CH2:28][CH2:29][CH2:30][N:31]2[CH2:32][C:33]([C:12]3[CH:13]=[CH:14][C:9]([O:8][CH3:7])=[CH:10][CH:11]=3)=[CH:34][CH2:35][CH2:36]2)(=[O:26])=[O:25])[CH:19]=[CH:20][CH:21]=[CH:22][CH:23]=1. (2) Given the reactants [C:1]([C:5]1[CH:6]=[CH:7][C:8]([CH3:38])=[C:9]([CH:37]=1)[O:10][C:11]1[S:12][CH:13]=[C:14]([C:16]([NH:18][C:19]2[C:20]([O:35][CH3:36])=[N:21][C:22]([NH:27][CH2:28][CH2:29][C:30]([O:32]CC)=[O:31])=[N:23][C:24]=2[O:25][CH3:26])=[O:17])[N:15]=1)([CH3:4])([CH3:3])[CH3:2].[OH-].[Na+].Cl, predict the reaction product. The product is: [C:1]([C:5]1[CH:6]=[CH:7][C:8]([CH3:38])=[C:9]([CH:37]=1)[O:10][C:11]1[S:12][CH:13]=[C:14]([C:16]([NH:18][C:19]2[C:20]([O:35][CH3:36])=[N:21][C:22]([NH:27][CH2:28][CH2:29][C:30]([OH:32])=[O:31])=[N:23][C:24]=2[O:25][CH3:26])=[O:17])[N:15]=1)([CH3:4])([CH3:3])[CH3:2]. (3) Given the reactants [Cl:1][C:2]1[CH:3]=[C:4]2[C:9](=[C:10]([Cl:12])[CH:11]=1)[CH2:8][N:7]([CH3:13])[CH2:6][CH:5]2[C:14]1[CH:19]=[CH:18][C:17]([NH:20][C:21](=[O:28])[NH:22][CH2:23][CH2:24][C:25](O)=[O:26])=[CH:16][CH:15]=1.Cl.CN(C)CCCN=C=NCC.[CH3:41][C:42]1([CH3:50])[O:47][C:46](=[O:48])[CH2:45][C:44](=[O:49])[O:43]1, predict the reaction product. The product is: [Cl:1][C:2]1[CH:3]=[C:4]2[C:9](=[C:10]([Cl:12])[CH:11]=1)[CH2:8][N:7]([CH3:13])[CH2:6][CH:5]2[C:14]1[CH:15]=[CH:16][C:17]([NH:20][C:21]([NH:22][CH2:23][CH2:24][C:25]([CH:45]2[C:46](=[O:48])[O:47][C:42]([CH3:50])([CH3:41])[O:43][C:44]2=[O:49])=[O:26])=[O:28])=[CH:18][CH:19]=1. (4) Given the reactants [CH3:1][N:2]1[C:6]2[CH:7]=[CH:8][C:9]([C@H:11]3[O:26][C:25](=[O:27])[CH2:24][CH2:23][C:22]([CH3:29])([CH3:28])[C:21](=[O:30])[C@H:20]([CH3:31])[C@@H:19]([OH:32])[C@@H:18]([CH3:33])[CH2:17][CH2:16][CH2:15][CH:14]=[CH:13][CH2:12]3)=[CH:10][C:5]=2[N:4]=[C:3]1[CH3:34].[OH:35]CC([C@H]([C@@H]([C@@H](CO)O)O)O)=O.OOS([O-])=O.[K+].C([O-])([O-])=O.[K+].[K+], predict the reaction product. The product is: [CH3:1][N:2]1[C:6]2[CH:7]=[CH:8][C:9]([C@H:11]3[O:26][C:25](=[O:27])[CH2:24][CH2:23][C:22]([CH3:28])([CH3:29])[C:21](=[O:30])[C@H:20]([CH3:31])[C@@H:19]([OH:32])[C@@H:18]([CH3:33])[CH2:17][CH2:16][CH2:15][C@H:14]4[C@@H:13]([O:35]4)[CH2:12]3)=[CH:10][C:5]=2[N:4]=[C:3]1[CH3:34]. (5) Given the reactants [Cl:1][C:2]1[CH:7]=[CH:6][CH:5]=[C:4]([Cl:8])[C:3]=1[S:9][CH2:10][C:11]1[C:15]([CH2:16][O:17][C:18]2[CH:23]=[CH:22][C:21]([C:24]3[CH:25]=[C:26]4[C:31](=[CH:32][CH:33]=3)[N:30]=[C:29]([C:34]([O:36][CH2:37][CH3:38])=[O:35])[CH:28]=[CH:27]4)=[CH:20][CH:19]=2)=[C:14]([CH:39]([CH3:41])[CH3:40])[O:13][N:12]=1.ClC1C=C(C=CC=1)C(OO)=[O:47].C(=O)(O)[O-].[Na+], predict the reaction product. The product is: [Cl:8][C:4]1[CH:5]=[CH:6][CH:7]=[C:2]([Cl:1])[C:3]=1[S:9]([CH2:10][C:11]1[C:15]([CH2:16][O:17][C:18]2[CH:19]=[CH:20][C:21]([C:24]3[CH:25]=[C:26]4[C:31](=[CH:32][CH:33]=3)[N:30]=[C:29]([C:34]([O:36][CH2:37][CH3:38])=[O:35])[CH:28]=[CH:27]4)=[CH:22][CH:23]=2)=[C:14]([CH:39]([CH3:40])[CH3:41])[O:13][N:12]=1)=[O:47]. (6) Given the reactants C(O)(=O)/C=C\C(O)=O.C(O)(=O)/C=C\C(O)=O.[NH2:17][C:18]1[N:23]=[CH:22][N:21]=[C:20]2[N:24]([C@H:48]3[CH2:53][CH2:52][C@H:51]([N:54]4[CH2:59][CH2:58][N:57]([CH3:60])[CH2:56][CH2:55]4)[CH2:50][CH2:49]3)[N:25]=[C:26]([C:27]3[CH:32]=[CH:31][C:30]([NH:33][C:34]([C:36]4[N:37]([CH3:45])[C:38]5[C:43]([CH:44]=4)=[CH:42][CH:41]=[CH:40][CH:39]=5)=[O:35])=[C:29]([O:46][CH3:47])[CH:28]=3)[C:19]=12.[OH-].[Na+], predict the reaction product. The product is: [NH2:17][C:18]1[N:23]=[CH:22][N:21]=[C:20]2[N:24]([C@H:48]3[CH2:49][CH2:50][C@H:51]([N:54]4[CH2:59][CH2:58][N:57]([CH3:60])[CH2:56][CH2:55]4)[CH2:52][CH2:53]3)[N:25]=[C:26]([C:27]3[CH:32]=[CH:31][C:30]([NH:33][C:34]([C:36]4[N:37]([CH3:45])[C:38]5[C:43]([CH:44]=4)=[CH:42][CH:41]=[CH:40][CH:39]=5)=[O:35])=[C:29]([O:46][CH3:47])[CH:28]=3)[C:19]=12. (7) Given the reactants C(OC([N:11]1[CH2:15][CH:14]([O:16][C:17](=[O:19])[CH3:18])[CH2:13][CH:12]1[CH2:20][CH:21]1[C:29]2[C:24](=[CH:25][CH:26]=[C:27]([CH:30]=[CH2:31])[CH:28]=2)[N:23]([C:32](=[O:34])[CH3:33])[CH2:22]1)=O)C1C=CC=CC=1.[H][H], predict the reaction product. The product is: [C:32]([N:23]1[C:24]2[C:29](=[CH:28][C:27]([CH2:30][CH3:31])=[CH:26][CH:25]=2)[CH:21]([CH2:20][CH:12]2[NH:11][CH2:15][CH:14]([O:16][C:17](=[O:19])[CH3:18])[CH2:13]2)[CH2:22]1)(=[O:34])[CH3:33]. (8) Given the reactants [ClH:1].Cl.[CH2:3]([O:7][C:8]1[CH:13]=[CH:12][C:11]([NH2:14])=[CH:10][C:9]=1[NH2:15])[CH2:4]CC.[CH2:16]([N:18]([C:22]1[CH:27]=[CH:26][C:25]([N:28]=O)=[CH:24][CH:23]=1)[CH2:19][CH2:20][OH:21])[CH3:17], predict the reaction product. The product is: [ClH:1].[NH2:14][C:11]1[C:12](=[N:28][C:25]2[CH:24]=[CH:23][C:22]([N:18]([CH2:16][CH3:17])[CH2:19][CH2:20][OH:21])=[CH:27][CH:26]=2)[CH:13]=[C:8]([O:7][CH2:3][CH3:4])[C:9](=[NH:15])[CH:10]=1. (9) Given the reactants [C:1]([C@@:4]1([OH:25])[C@@H:8]([CH:9]([C:11](=[O:13])[CH3:12])[OH:10])[O:7][C@@H:6]([N:14]2[C:23]3[C:17]([C:18](Br)([N:20]=[CH:21][N:22]=3)[NH2:19])=[N:16][CH2:15]2)[CH2:5]1)(=[O:3])[CH3:2].[OH:26][C:27]1[CH:34]=[CH:33][CH:32]=[CH:31][C:28]=1[CH2:29]N.Cl.C(N(CC)CC)C, predict the reaction product. The product is: [OH:26][C:27]1[CH:34]=[CH:33][CH:32]=[CH:31][C:28]=1[CH2:29][NH:19][C:18]1[C:17]2[N:16]=[CH:15][N:14]([C:23]=2[N:22]=[CH:21][N:20]=1)[C@@H:6]1[O:7][C@H:8]([CH:9]([C:11](=[O:13])[CH3:12])[OH:10])[C@@:4]([C:1](=[O:3])[CH3:2])([OH:25])[CH2:5]1.